Dataset: Reaction yield outcomes from USPTO patents with 853,638 reactions. Task: Predict the reaction yield, written as a fraction of the theoretical maximum amount of product (1.0 means a 100% yield; for example, 0.34 means a 34% yield). (1) The reactants are [N:1]12[CH2:8][CH2:7][C:4]([C:9]([C:16]3[S:17][CH:18]=[CH:19][CH:20]=3)([C:11]3[S:12][CH:13]=[CH:14][CH:15]=3)[OH:10])([CH2:5][CH2:6]1)[CH2:3][CH2:2]2.[Br:21][CH2:22][CH2:23][C:24]1[CH:29]=[CH:28][CH:27]=[CH:26][CH:25]=1. The catalyst is C(Cl)(Cl)Cl. The product is [Br-:21].[OH:10][C:9]([C:16]1[S:17][CH:18]=[CH:19][CH:20]=1)([C:11]1[S:12][CH:13]=[CH:14][CH:15]=1)[C:4]12[CH2:5][CH2:6][N+:1]([CH2:22][CH2:23][C:24]3[CH:29]=[CH:28][CH:27]=[CH:26][CH:25]=3)([CH2:8][CH2:7]1)[CH2:2][CH2:3]2. The yield is 0.489. (2) The reactants are COC1C=CC(C[N:8](CC2C=CC(OC)=CC=2)[C:9]2[N:14]=[C:13]([CH3:15])[N:12]=[C:11]([C:16]3[C:17]([NH:34][C:35]4[CH:44]=[C:43]5[C:38]([CH:39]=[CH:40][CH:41]=[N:42]5)=[C:37]([F:45])[CH:36]=4)=[N:18][CH:19]=[C:20]([C@H:22]([N:24]4[CH2:29][CH2:28][N:27]([S:30]([CH3:33])(=[O:32])=[O:31])[CH2:26][CH2:25]4)[CH3:23])[CH:21]=3)[N:10]=2)=CC=1.FC(F)(F)C(O)=O. No catalyst specified. The product is [NH2:8][C:9]1[N:14]=[C:13]([CH3:15])[N:12]=[C:11]([C:16]2[C:17]([NH:34][C:35]3[CH:44]=[C:43]4[C:38]([CH:39]=[CH:40][CH:41]=[N:42]4)=[C:37]([F:45])[CH:36]=3)=[N:18][CH:19]=[C:20]([C@H:22]([N:24]3[CH2:25][CH2:26][N:27]([S:30]([CH3:33])(=[O:31])=[O:32])[CH2:28][CH2:29]3)[CH3:23])[CH:21]=2)[N:10]=1. The yield is 0.582. (3) The product is [Cl:1][C:2]1[N:11]([CH2:12][O:13][CH2:14][CH2:15][Si:16]([CH3:19])([CH3:18])[CH3:17])[C:5]2[CH:6]=[N:7][NH:8][C:9](=[O:10])[C:4]=2[C:3]=1[C:21]1[CH:26]=[CH:25][CH:24]=[CH:23][CH:22]=1. The yield is 0.840. The catalyst is C(O)C.C1(C)C=CC=CC=1. The reactants are [Cl:1][C:2]1[N:11]([CH2:12][O:13][CH2:14][CH2:15][Si:16]([CH3:19])([CH3:18])[CH3:17])[C:5]2[CH:6]=[N:7][NH:8][C:9](=[O:10])[C:4]=2[C:3]=1I.[C:21]1(B(O)O)[CH:26]=[CH:25][CH:24]=[CH:23][CH:22]=1.C(=O)([O-])[O-].[Na+].[Na+].[Cl-].[Na+]. (4) The reactants are [O:1]=[C:2](Cl)[O:3][C:4](Cl)(Cl)Cl.[F:9][C:10]([F:19])([F:18])[C:11]1[CH:16]=[CH:15][N:14]=C(O)[N:12]=1.[Cl:20][C:21]1[CH:22]=[C:23]([NH:27][CH3:28])[CH:24]=[CH:25][CH:26]=1. The catalyst is O1CCCC1. The product is [F:9][C:10]([F:19])([F:18])[C:11]1[CH:16]=[CH:15][N:14]=[C:4]([O:3][C:2](=[O:1])[N:27]([C:23]2[CH:24]=[CH:25][CH:26]=[C:21]([Cl:20])[CH:22]=2)[CH3:28])[N:12]=1. The yield is 0.400. (5) The reactants are [CH3:1][O:2][C:3]1[CH:22]=[CH:21][C:6]([CH2:7][O:8][C:9]2[CH:17]=[CH:16][CH:15]=[C:11]([C:12]([OH:14])=O)[C:10]=2[C:18]([OH:20])=O)=[CH:5][CH:4]=1.Cl.[NH2:24][CH:25]1[CH2:31][CH2:30][C:29](=[O:32])[NH:28][C:26]1=[O:27]. The catalyst is N1C=CC=CC=1. The product is [O:27]=[C:26]1[CH:25]([N:24]2[C:18](=[O:20])[C:10]3[C:11](=[CH:15][CH:16]=[CH:17][C:9]=3[O:8][CH2:7][C:6]3[CH:5]=[CH:4][C:3]([O:2][CH3:1])=[CH:22][CH:21]=3)[C:12]2=[O:14])[CH2:31][CH2:30][C:29](=[O:32])[NH:28]1. The yield is 0.400. (6) The reactants are [O:1]1[C:5]2[CH:6]=[CH:7][C:8]([C:10]3([C:13]([NH:15][C:16]4[CH:25]=[CH:24][C:19]([C:20](OC)=[O:21])=[C:18]([Br:26])[CH:17]=4)=[O:14])[CH2:12][CH2:11]3)=[CH:9][C:4]=2[O:3][CH2:2]1.[Li+].[BH4-]. The catalyst is C1COCC1.CCOCC.O. The product is [O:1]1[C:5]2[CH:6]=[CH:7][C:8]([C:10]3([C:13]([NH:15][C:16]4[CH:25]=[CH:24][C:19]([CH2:20][OH:21])=[C:18]([Br:26])[CH:17]=4)=[O:14])[CH2:12][CH2:11]3)=[CH:9][C:4]=2[O:3][CH2:2]1. The yield is 0.740. (7) The reactants are [NH2:1][C:2]1[CH:3]=[C:4]([CH:8]=[C:9]([Br:12])[C:10]=1[NH2:11])[C:5]([O-:7])=[O:6].[CH2:13](N(CC)CC)C.Cl[C:21](Cl)([O:23]C(=O)OC(Cl)(Cl)Cl)Cl. The catalyst is ClCCl. The product is [Br:12][C:9]1[C:10]2[NH:11][C:21](=[O:23])[NH:1][C:2]=2[CH:3]=[C:4]([C:5]([O:7][CH3:13])=[O:6])[CH:8]=1. The yield is 0.450. (8) The reactants are C([N:5]([C:13]1[C:17]([CH2:18][C:19]2[CH:23]=[CH:22][S:21][CH:20]=2)=[CH:16][NH:15][C:14]=1[C:24]([O:26]C)=O)[C:6]([NH:8]C(OC)=O)=[NH:7])(OC)=O.C[O-].[Na+]. The catalyst is CO. The product is [NH2:7][C:6]1[NH:8][C:24](=[O:26])[C:14]2[NH:15][CH:16]=[C:17]([CH2:18][C:19]3[CH:23]=[CH:22][S:21][CH:20]=3)[C:13]=2[N:5]=1. The yield is 0.850. (9) The reactants are [CH3:1][O:2][C:3]1[CH:8]=[CH:7][C:6]([N+:9]([O-:11])=[O:10])=[CH:5][C:4]=1[N:12]([CH3:17])[C:13](=O)[CH2:14][CH3:15].B.CSC. The catalyst is C1COCC1. The product is [CH3:1][O:2][C:3]1[CH:8]=[CH:7][C:6]([N+:9]([O-:11])=[O:10])=[CH:5][C:4]=1[N:12]([CH3:17])[CH2:13][CH2:14][CH3:15]. The yield is 0.960. (10) The reactants are C([O:3][CH:4](OCC)[C:5]1[CH:10]=[CH:9][C:8]([CH2:11][N:12]([CH3:14])[CH3:13])=[CH:7][CH:6]=1)C. The catalyst is Cl. The product is [CH3:14][N:12]([CH2:11][C:8]1[CH:7]=[CH:6][C:5]([CH:4]=[O:3])=[CH:10][CH:9]=1)[CH3:13]. The yield is 0.820.